From a dataset of NCI-60 drug combinations with 297,098 pairs across 59 cell lines. Regression. Given two drug SMILES strings and cell line genomic features, predict the synergy score measuring deviation from expected non-interaction effect. (1) Drug 1: COC1=CC(=CC(=C1O)OC)C2C3C(COC3=O)C(C4=CC5=C(C=C24)OCO5)OC6C(C(C7C(O6)COC(O7)C8=CC=CS8)O)O. Drug 2: CC12CCC3C(C1CCC2OP(=O)(O)O)CCC4=C3C=CC(=C4)OC(=O)N(CCCl)CCCl.[Na+]. Cell line: LOX IMVI. Synergy scores: CSS=35.8, Synergy_ZIP=-5.70, Synergy_Bliss=-7.67, Synergy_Loewe=-5.21, Synergy_HSA=-2.43. (2) Drug 2: CN(C(=O)NC(C=O)C(C(C(CO)O)O)O)N=O. Drug 1: CCC1(CC2CC(C3=C(CCN(C2)C1)C4=CC=CC=C4N3)(C5=C(C=C6C(=C5)C78CCN9C7C(C=CC9)(C(C(C8N6C=O)(C(=O)OC)O)OC(=O)C)CC)OC)C(=O)OC)O.OS(=O)(=O)O. Synergy scores: CSS=-4.15, Synergy_ZIP=2.46, Synergy_Bliss=-0.0554, Synergy_Loewe=-2.39, Synergy_HSA=-3.03. Cell line: OVCAR-5.